This data is from Forward reaction prediction with 1.9M reactions from USPTO patents (1976-2016). The task is: Predict the product of the given reaction. Given the reactants [C:1]([C:3]1[CH:15]=[C:14]2[C:6]([C:7]3[C:8](=[O:30])[C:9]4[CH:21]=[CH:20][C:19](OS(C(F)(F)F)(=O)=O)=[CH:18][C:10]=4[C:11]([CH3:17])([CH3:16])[C:12]=3[NH:13]2)=[CH:5][CH:4]=1)#[N:2].[CH2:31](O)[CH2:32]C.C([B-](F)(F)F)=C.[K+].C(N(CC)CC)C, predict the reaction product. The product is: [CH3:16][C:11]1([CH3:17])[C:12]2[NH:13][C:14]3[C:6](=[CH:5][CH:4]=[C:3]([C:1]#[N:2])[CH:15]=3)[C:7]=2[C:8](=[O:30])[C:9]2[CH:21]=[CH:20][C:19]([CH:31]=[CH2:32])=[CH:18][C:10]1=2.